Dataset: Catalyst prediction with 721,799 reactions and 888 catalyst types from USPTO. Task: Predict which catalyst facilitates the given reaction. (1) Reactant: [CH3:1][O:2][C:3](=[O:22])/[C:4](/[CH2:13][C:14]1[CH:19]=[CH:18][C:17]([CH:20]=[O:21])=[CH:16][CH:15]=1)=[C:5](/[CH:10]([CH3:12])[CH3:11])\[C:6]([O:8][CH3:9])=[O:7].[O:23]1CCOCC1.O.Cl([O-])=O.[Na+]. Product: [CH3:1][O:2][C:3](=[O:22])/[C:4](/[CH2:13][C:14]1[CH:19]=[CH:18][C:17]([C:20]([OH:23])=[O:21])=[CH:16][CH:15]=1)=[C:5](/[CH:10]([CH3:11])[CH3:12])\[C:6]([O:8][CH3:9])=[O:7]. The catalyst class is: 195. (2) Reactant: [NH2:1][C:2]1[C:11]2[C:6](=[CH:7][C:8]([O:14][CH3:15])=[C:9]([O:12][CH3:13])[CH:10]=2)[N:5]=[C:4]([N:16]2[CH2:21][CH2:20][N:19]([C:22](OC(C)(C)C)=[O:23])[CH2:18][CH:17]2[C:29]2[CH:34]=[CH:33][CH:32]=[C:31]([O:35][CH2:36][CH2:37][NH:38][C:39]([O:41][CH2:42][C:43]3[CH:48]=[CH:47][CH:46]=[CH:45][CH:44]=3)=[O:40])[CH:30]=2)[N:3]=1.[C:49]([O:53][C:54]([NH:56][C@@H:57]([C:62]1[CH:67]=[CH:66][CH:65]=[CH:64][CH:63]=1)[CH2:58]C(O)=O)=[O:55])([CH3:52])([CH3:51])[CH3:50].CCN(C(C)C)C(C)C.CN(C(ON1N=NC2C=CC=NC1=2)=[N+](C)C)C.F[P-](F)(F)(F)(F)F. Product: [C:49]([O:53][C:54](=[O:55])[NH:56][C@@H:57]([C:62]1[CH:63]=[CH:64][CH:65]=[CH:66][CH:67]=1)[CH2:58][C:22]([N:19]1[CH2:20][CH2:21][N:16]([C:4]2[N:3]=[C:2]([NH2:1])[C:11]3[C:6](=[CH:7][C:8]([O:14][CH3:15])=[C:9]([O:12][CH3:13])[CH:10]=3)[N:5]=2)[CH:17]([C:29]2[CH:34]=[CH:33][CH:32]=[C:31]([O:35][CH2:36][CH2:37][NH:38][C:39]([O:41][CH2:42][C:43]3[CH:44]=[CH:45][CH:46]=[CH:47][CH:48]=3)=[O:40])[CH:30]=2)[CH2:18]1)=[O:23])([CH3:50])([CH3:51])[CH3:52]. The catalyst class is: 89. (3) Reactant: [C:1]12([C:15](OC)=[O:16])[N:7]([C:8]([O:10][C:11]([CH3:14])([CH3:13])[CH3:12])=[O:9])[CH:4]([CH2:5][CH2:6]1)[CH2:3][CH2:2]2.[H-].C([Al+]CC(C)C)C(C)C.C1(C)C=CC=CC=1. Product: [OH:16][CH2:15][C:1]12[N:7]([C:8]([O:10][C:11]([CH3:14])([CH3:13])[CH3:12])=[O:9])[CH:4]([CH2:5][CH2:6]1)[CH2:3][CH2:2]2. The catalyst class is: 7. (4) Reactant: C[Si]([N-][Si](C)(C)C)(C)C.[K+].C1(C)C=CC=CC=1.[O:18]1[C:22]2([CH2:27][CH2:26][C:25](=[O:28])[CH2:24][CH2:23]2)[O:21][CH2:20][CH2:19]1.C1C=CC(N([S:36]([C:39]([F:42])([F:41])[F:40])(=[O:38])=[O:37])[S:36]([C:39]([F:42])([F:41])[F:40])(=[O:38])=[O:37])=CC=1. Product: [F:40][C:39]([F:42])([F:41])[S:36]([O:28][C:25]1[CH2:24][CH2:23][C:22]2([O:21][CH2:20][CH2:19][O:18]2)[CH2:27][CH:26]=1)(=[O:38])=[O:37]. The catalyst class is: 1. (5) Reactant: [CH:1]1([C:4]2[N:8]=[C:7](CN3C(=O)C4=CC=CC=C4C3=O)[O:6][N:5]=2)[CH2:3][CH2:2]1.[CH3:21][NH:22]N. Product: [NH2:22][CH2:21][N:8]1[CH2:7][O:6][N:5]=[C:4]1[CH:1]1[CH2:2][CH2:3]1. The catalyst class is: 26. (6) Reactant: [O:1]1[CH:5]=[C:4]([CH2:6][CH2:7]O)[C:3]2[CH:9]=[CH:10][C:11]3[C:16]([C:2]1=2)=[CH:15][CH:14]=[CH:13][CH:12]=3.C1(P(C2C=CC=CC=2)C2C=CC=CC=2)C=CC=CC=1.[I:36]I.N1C=CN=C1. Product: [I:36][CH2:7][CH2:6][C:4]1[C:3]2[CH:9]=[CH:10][C:11]3[C:16](=[CH:15][CH:14]=[CH:13][CH:12]=3)[C:2]=2[O:1][CH:5]=1. The catalyst class is: 1. (7) Product: [CH2:16]([O:20][C:21]1[N:29]=[C:28]2[C:24]([N:25]=[CH:26][N:27]2[CH2:14][C:11]2[CH:10]=[N:9][C:8]([Cl:7])=[CH:13][CH:12]=2)=[C:23]([NH2:30])[N:22]=1)[CH2:17][CH2:18][CH3:19]. Reactant: C(=O)([O-])[O-].[K+].[K+].[Cl:7][C:8]1[CH:13]=[CH:12][C:11]([CH2:14]Cl)=[CH:10][N:9]=1.[CH2:16]([O:20][C:21]1[N:29]=[C:28]2[C:24]([NH:25][CH:26]=[N:27]2)=[C:23]([NH2:30])[N:22]=1)[CH2:17][CH2:18][CH3:19]. The catalyst class is: 3.